This data is from Reaction yield outcomes from USPTO patents with 853,638 reactions. The task is: Predict the reaction yield, written as a fraction of the theoretical maximum amount of product (1.0 means a 100% yield; for example, 0.34 means a 34% yield). (1) The reactants are [C:1]([O:5][C:6](=[O:25])[N:7]([C:16]1[C:17](=[O:24])[N:18]([CH3:23])[CH:19]=[C:20]([Br:22])[CH:21]=1)[C:8]1[CH:13]=[CH:12][C:11]([CH:14]=O)=[CH:10][N:9]=1)([CH3:4])([CH3:3])[CH3:2].[CH2:26]([NH2:28])[CH3:27].C(O[BH-](OC(=O)C)OC(=O)C)(=O)C.[Na+].C(O)(=O)C. The catalyst is C1COCC1.C(Cl)Cl. The product is [C:1]([O:5][C:6](=[O:25])[N:7]([C:16]1[C:17](=[O:24])[N:18]([CH3:23])[CH:19]=[C:20]([Br:22])[CH:21]=1)[C:8]1[CH:13]=[CH:12][C:11]([CH2:14][NH:28][CH2:26][CH3:27])=[CH:10][N:9]=1)([CH3:3])([CH3:4])[CH3:2]. The yield is 0.635. (2) The reactants are [CH2:1]([CH:8]1[CH2:13][CH2:12][N:11]([C:14]([C:16]2[NH:17][C:18]3[C:23]([CH:24]=2)=[CH:22][CH:21]=[C:20]([OH:25])[CH:19]=3)=[O:15])[CH2:10][CH2:9]1)[C:2]1[CH:7]=[CH:6][CH:5]=[CH:4][CH:3]=1.[CH2:26]([NH2:30])[CH2:27][CH2:28][CH3:29].COCCOC. The catalyst is [O-2].[O-2].[Mn+4]. The product is [CH2:1]([CH:8]1[CH2:9][CH2:10][N:11]([C:14]([C:16]2[NH:17][C:18]3[C:19]4[N:30]=[C:26]([CH2:27][CH2:28][CH3:29])[O:25][C:20]=4[CH:21]=[CH:22][C:23]=3[CH:24]=2)=[O:15])[CH2:12][CH2:13]1)[C:2]1[CH:7]=[CH:6][CH:5]=[CH:4][CH:3]=1. The yield is 0.173.